Dataset: Reaction yield outcomes from USPTO patents with 853,638 reactions. Task: Predict the reaction yield, written as a fraction of the theoretical maximum amount of product (1.0 means a 100% yield; for example, 0.34 means a 34% yield). (1) The reactants are [CH3:1][C:2]1[N:10]([CH:11]([C:13]2[CH:18]=[CH:17][CH:16]=[CH:15][CH:14]=2)[CH3:12])[C:5]2=[N:6][CH:7]=[CH:8][CH:9]=[C:4]2[C:3]=1[C:19](O)=[O:20].ON1C2C=CC=CC=2N=N1.Cl.CN(C)CCCN=C=NCC.C(N(CC)CC)C.[NH2:51][CH2:52][C:53]1[C:54]([OH:61])=[N:55][C:56]([CH3:60])=[CH:57][C:58]=1[CH3:59]. The product is [OH:61][C:54]1[C:53]([CH2:52][NH:51][C:19]([C:3]2[C:4]3[C:5](=[N:6][CH:7]=[CH:8][CH:9]=3)[N:10]([CH:11]([C:13]3[CH:14]=[CH:15][CH:16]=[CH:17][CH:18]=3)[CH3:12])[C:2]=2[CH3:1])=[O:20])=[C:58]([CH3:59])[CH:57]=[C:56]([CH3:60])[N:55]=1. The yield is 0.676. The catalyst is ClCCl.O. (2) The reactants are C[O:2][C:3]([C:5]1[C:6]([C:24]2[CH:29]=[CH:28][C:27]([C:30]([OH:32])=O)=[CH:26][CH:25]=2)=[CH:7][CH:8]=[C:9]([C:11]2[S:12][CH:13]=[C:14]([C:16]3[CH:21]=[CH:20][C:19]([Cl:22])=[C:18]([Cl:23])[CH:17]=3)[N:15]=2)[CH:10]=1)=[O:4].[C:33]([N:36]1[CH2:41][CH2:40][NH:39][CH2:38][CH2:37]1)(=[O:35])[CH3:34]. No catalyst specified. The product is [C:33]([N:36]1[CH2:41][CH2:40][N:39]([C:30]([C:27]2[CH:26]=[CH:25][C:24]([C:6]3[C:5]([C:3]([OH:2])=[O:4])=[CH:10][C:9]([C:11]4[S:12][CH:13]=[C:14]([C:16]5[CH:21]=[CH:20][C:19]([Cl:22])=[C:18]([Cl:23])[CH:17]=5)[N:15]=4)=[CH:8][CH:7]=3)=[CH:29][CH:28]=2)=[O:32])[CH2:38][CH2:37]1)(=[O:35])[CH3:34]. The yield is 0.680. (3) The reactants are [CH:1]1([CH2:4][O:5][C:6]2[CH:7]=[C:8]([CH2:12][C:13](Cl)=[N:14][OH:15])[CH:9]=[CH:10][CH:11]=2)[CH2:3][CH2:2]1.[C:17]([C:19]1[C:20]([NH2:26])=[N:21][C:22]([NH2:25])=[CH:23][CH:24]=1)#[CH:18].C(N(CC)CC)C. The catalyst is O1CCCC1. The product is [CH:1]1([CH2:4][O:5][C:6]2[CH:7]=[C:8]([CH:9]=[CH:10][CH:11]=2)[CH2:12][C:13]2[CH:18]=[C:17]([C:19]3[C:20]([NH2:26])=[N:21][C:22]([NH2:25])=[CH:23][CH:24]=3)[O:15][N:14]=2)[CH2:3][CH2:2]1. The yield is 0.560. (4) The reactants are C([O:8][C:9]1[C:10](=[O:32])[N:11]([CH3:31])[C:12]([O:28][CH2:29][CH3:30])=[N:13][C:14]=1[C:15]1[O:19][N:18]=[C:17]([CH2:20][C:21]2[CH:26]=[CH:25][C:24]([F:27])=[CH:23][CH:22]=2)[N:16]=1)C1C=CC=CC=1. The catalyst is C(O)(C(F)(F)F)=O. The product is [CH2:29]([O:28][C:12]1[N:11]([CH3:31])[C:10](=[O:32])[C:9]([OH:8])=[C:14]([C:15]2[O:19][N:18]=[C:17]([CH2:20][C:21]3[CH:22]=[CH:23][C:24]([F:27])=[CH:25][CH:26]=3)[N:16]=2)[N:13]=1)[CH3:30]. The yield is 0.970.